From a dataset of Forward reaction prediction with 1.9M reactions from USPTO patents (1976-2016). Predict the product of the given reaction. (1) Given the reactants [NH2:1][C:2]1[C:10]2[N:9]=[C:8]([NH:11][C:12]([C:14]3[N:15]=[CH:16][C:17]4[C:22]([CH:23]=3)=[CH:21][CH:20]=[CH:19][CH:18]=4)=[O:13])[NH:7][C:6]=2[CH:5]=[CH:4][CH:3]=1.[C:24]1([S:30](Cl)(=[O:32])=[O:31])[CH:29]=[CH:28][CH:27]=[CH:26][CH:25]=1, predict the reaction product. The product is: [C:24]1([S:30]([NH:1][C:2]2[C:10]3[NH:9][C:8]([NH:11][C:12]([C:14]4[N:15]=[CH:16][C:17]5[C:22]([CH:23]=4)=[CH:21][CH:20]=[CH:19][CH:18]=5)=[O:13])=[N:7][C:6]=3[CH:5]=[CH:4][CH:3]=2)(=[O:32])=[O:31])[CH:29]=[CH:28][CH:27]=[CH:26][CH:25]=1. (2) Given the reactants C[O:2][C:3](=[O:35])[C:4]1[CH:9]=[C:8]([O:10][CH3:11])[CH:7]=[CH:6][C:5]=1[NH:12][C:13]1[N:17]([C:18]2[CH:23]=[CH:22][CH:21]=[CH:20][C:19]=2[CH3:24])[N:16]=[C:15]([CH3:25])[C:14]=1[C:26]1[CH:27]=[CH:28][C:29]2[N:30]([N:32]=[CH:33][N:34]=2)[CH:31]=1.[OH-].[Na+].Cl, predict the reaction product. The product is: [CH3:11][O:10][C:8]1[CH:7]=[CH:6][C:5]([NH:12][C:13]2[N:17]([C:18]3[CH:23]=[CH:22][CH:21]=[CH:20][C:19]=3[CH3:24])[N:16]=[C:15]([CH3:25])[C:14]=2[C:26]2[CH:27]=[CH:28][C:29]3[N:30]([N:32]=[CH:33][N:34]=3)[CH:31]=2)=[C:4]([CH:9]=1)[C:3]([OH:35])=[O:2]. (3) The product is: [C:31]([NH:35][C:25]([CH2:24][CH:21]1[CH2:22][CH2:23][N:18]([C:9]2[C:8]([NH:7][C:5](=[O:6])[C:4]3[CH:28]=[CH:29][CH:30]=[C:2]([Cl:1])[CH:3]=3)=[CH:13][CH:12]=[C:11]([S:14]([CH3:17])(=[O:16])=[O:15])[N:10]=2)[CH2:19][CH2:20]1)=[O:27])([CH3:34])([CH3:33])[CH3:32]. Given the reactants [Cl:1][C:2]1[CH:3]=[C:4]([CH:28]=[CH:29][CH:30]=1)[C:5]([NH:7][C:8]1[C:9]([N:18]2[CH2:23][CH2:22][CH:21]([CH2:24][C:25]([OH:27])=O)[CH2:20][CH2:19]2)=[N:10][C:11]([S:14]([CH3:17])(=[O:16])=[O:15])=[CH:12][CH:13]=1)=[O:6].[C:31]([NH2:35])([CH3:34])([CH3:33])[CH3:32].F[B-](F)(F)F.N1(OC(N(C)C)=[N+](C)C)C2C=CC=CC=2N=N1.C(N(CC)CC)C, predict the reaction product. (4) Given the reactants C(O)C(N)(CO)CO.Cl.SCCO.C1C(C(N[C@H](C(O)=O)CCC(O)=O)=O)=CC=C(N(C=O)CC2C=CC3NC(N)=NC(=O)C=3C=2)C=1.[CH:48]1[CH:53]=[N+:52]([C@@H:54]2[O:58][C@H:57]([CH2:59][O:60][P:61]([O:64][P:65]([O:68][CH2:69][C@H:70]3[O:74][C@@H:73]([N:75]4[C:79]5[N:80]=[CH:81][N:82]=[C:83]([NH2:84])[C:78]=5[N:77]=[CH:76]4)[C@H:72]([O:85][P:86]([OH:89])([OH:88])=[O:87])[C@@H:71]3[OH:90])([OH:67])=[O:66])([OH:63])=[O:62])[C@@H:56]([OH:91])[C@H:55]2[OH:92])[CH:51]=[C:50]([C:93]([NH2:95])=[O:94])[CH:49]=1.C(=O)CC.[O-]P(OP([O-])([O-])=O)(=O)[O-].[Na+].[Na+].[Na+].[Na+], predict the reaction product. The product is: [CH:81]1[N:82]=[C:83]([NH2:84])[C:78]2[N:77]=[CH:76][N:75]([C@@H:73]3[O:74][C@H:70]([CH2:69][O:68][P:65]([O:64][P:61]([O:60][CH2:59][C@H:57]4[O:58][C@@H:54]([N:52]5[CH:51]=[C:50]([C:93]([NH2:95])=[O:94])[CH2:49][CH:48]=[CH:53]5)[C@H:55]([OH:92])[C@@H:56]4[OH:91])([OH:63])=[O:62])([OH:67])=[O:66])[C@@H:71]([OH:90])[C@H:72]3[O:85][P:86]([OH:89])([OH:88])=[O:87])[C:79]=2[N:80]=1. (5) Given the reactants [N:1]1([C:6]2[CH:13]=[CH:12][C:9]([CH:10]=O)=[CH:8][CH:7]=2)[CH:5]=[CH:4][CH:3]=[N:2]1.C([O-])(=O)C.[NH4+].[N+:19]([CH2:22][CH3:23])([O-:21])=[O:20], predict the reaction product. The product is: [N+:19]([CH:22]([CH3:23])[CH2:10][C:9]1[CH:12]=[CH:13][C:6]([N:1]2[CH:5]=[CH:4][CH:3]=[N:2]2)=[CH:7][CH:8]=1)([O-:21])=[O:20].